From a dataset of Forward reaction prediction with 1.9M reactions from USPTO patents (1976-2016). Predict the product of the given reaction. (1) Given the reactants Br[C:2]1[CH2:7][C:6](C)([C:8]2[CH:13]=[CH:12][C:11]([C:14]([F:17])([F:16])[F:15])=[CH:10][CH:9]=2)C=CN=1.[I-:19].[Na+].C[NH:22][CH2:23][CH2:24]NC.O1CCOC[CH2:28]1, predict the reaction product. The product is: [I:19][C:23]1[CH:24]=[C:2]([CH3:28])[CH:7]=[C:6]([C:8]2[CH:9]=[CH:10][C:11]([C:14]([F:15])([F:16])[F:17])=[CH:12][CH:13]=2)[N:22]=1. (2) Given the reactants [Cl:1][C:2]1[N:3]=[CH:4][N:5]([CH2:33][O:34][CH2:35][CH2:36][Si:37]([CH3:40])([CH3:39])[CH3:38])[C:6]=1[C:7]([NH:9][CH2:10][C:11]1[CH:16]=[CH:15][C:14]([Cl:17])=[C:13]([O:18][C:19]2[CH:24]=[C:23]([C:25]#[C:26][Si](C)(C)C)[CH:22]=[C:21]([Cl:31])[CH:20]=2)[C:12]=1[F:32])=[O:8].CCCC[N+](CCCC)(CCCC)CCCC.[F-], predict the reaction product. The product is: [Cl:1][C:2]1[N:3]=[CH:4][N:5]([CH2:33][O:34][CH2:35][CH2:36][Si:37]([CH3:39])([CH3:38])[CH3:40])[C:6]=1[C:7]([NH:9][CH2:10][C:11]1[CH:16]=[CH:15][C:14]([Cl:17])=[C:13]([O:18][C:19]2[CH:24]=[C:23]([C:25]#[CH:26])[CH:22]=[C:21]([Cl:31])[CH:20]=2)[C:12]=1[F:32])=[O:8]. (3) Given the reactants [C:1]([NH:4][C:5]([CH:26]1[CH2:32][C@H:31]2[NH:33][C@H:28]([CH2:29][CH2:30]2)[CH2:27]1)([CH2:13][CH2:14][CH2:15][CH2:16][B:17]1[O:21][C:20]([CH3:23])([CH3:22])[C:19]([CH3:25])([CH3:24])[O:18]1)[C:6]([NH:8][C:9]([CH3:12])([CH3:11])[CH3:10])=[O:7])(=[O:3])[CH3:2].[Cl:34][C:35]1[CH:42]=[CH:41][C:38]([CH:39]=O)=[CH:37][CH:36]=1.C(O)(=O)C.C(O[BH-](OC(=O)C)OC(=O)C)(=O)C.[Na+], predict the reaction product. The product is: [C:1]([NH:4][C:5]([CH:26]1[CH2:32][C@H:31]2[N:33]([CH2:39][C:38]3[CH:41]=[CH:42][C:35]([Cl:34])=[CH:36][CH:37]=3)[C@H:28]([CH2:29][CH2:30]2)[CH2:27]1)([CH2:13][CH2:14][CH2:15][CH2:16][B:17]1[O:21][C:20]([CH3:22])([CH3:23])[C:19]([CH3:24])([CH3:25])[O:18]1)[C:6]([NH:8][C:9]([CH3:10])([CH3:11])[CH3:12])=[O:7])(=[O:3])[CH3:2]. (4) The product is: [C:1]([O:5][C:6]([N:8]1[CH2:12][CH2:11][CH2:10][CH:9]1[C:13]1[NH:17][C:16]2[CH:18]=[C:19]([C:41]3[CH:42]=[CH:43][C:37]4[N:36]=[C:35]([CH:31]5[CH2:32][CH2:33][CH2:34][N:30]5[C:28]([O:27][C:23]([CH3:24])([CH3:25])[CH3:26])=[O:29])[NH:39][C:38]=4[CH:40]=3)[CH:20]=[CH:21][C:15]=2[N:14]=1)=[O:7])([CH3:4])([CH3:3])[CH3:2]. Given the reactants [C:1]([O:5][C:6]([N:8]1[CH2:12][CH2:11][CH2:10][CH:9]1[C:13]1[NH:17][C:16]2[CH:18]=[C:19](Br)[CH:20]=[CH:21][C:15]=2[N:14]=1)=[O:7])([CH3:4])([CH3:3])[CH3:2].[C:23]([O:27][C:28]([N:30]1[CH2:34][CH2:33][CH2:32][CH:31]1[C:35]1[NH:39][C:38]2[CH:40]=[C:41](B3OC(C)(C)C(C)(C)O3)[CH:42]=[CH:43][C:37]=2[N:36]=1)=[O:29])([CH3:26])([CH3:25])[CH3:24].C(=O)([O-])[O-].[K+].[K+], predict the reaction product.